Dataset: Forward reaction prediction with 1.9M reactions from USPTO patents (1976-2016). Task: Predict the product of the given reaction. (1) Given the reactants FC(F)(F)C(O)=O.[F:8][C:9]1[CH:14]=[CH:13][C:12]([NH:15][C:16]([N:18]2[CH2:23][CH2:22][N:21]([C:24]3[C:33]4[C:28](=[CH:29][C:30]([N+:34]([O-])=O)=[CH:31][CH:32]=4)[N:27]=[CH:26][CH:25]=3)[CH2:20][CH2:19]2)=[O:17])=[CH:11][CH:10]=1.[H][H], predict the reaction product. The product is: [NH2:34][C:30]1[CH:29]=[C:28]2[C:33]([C:24]([N:21]3[CH2:20][CH2:19][N:18]([C:16]([NH:15][C:12]4[CH:13]=[CH:14][C:9]([F:8])=[CH:10][CH:11]=4)=[O:17])[CH2:23][CH2:22]3)=[CH:25][CH:26]=[N:27]2)=[CH:32][CH:31]=1. (2) Given the reactants OO.C(OC(C(F)(F)F)=O)(C(F)(F)F)=[O:4].[N:16]1([CH2:22][CH2:23][CH2:24][C:25]2[N:26]=[N+:27]([O-:38])[C:28]3[CH:34]=[C:33]4[CH2:35][CH2:36][O:37][C:32]4=[CH:31][C:29]=3[N:30]=2)[CH2:21][CH2:20][O:19][CH2:18][CH2:17]1.C(O)(C(F)(F)F)=O.N, predict the reaction product. The product is: [N:16]1([CH2:22][CH2:23][CH2:24][C:25]2[N:26]=[N+:27]([O-:38])[C:28]3[CH:34]=[C:33]4[CH2:35][CH2:36][O:37][C:32]4=[CH:31][C:29]=3[N+:30]=2[O-:4])[CH2:21][CH2:20][O:19][CH2:18][CH2:17]1. (3) Given the reactants [Cl:1][C:2]1[C:7]2[CH:8]=[C:9]([C:11]([O:13][CH3:14])=[O:12])[O:10][C:6]=2[CH:5]=[CH:4][C:3]=1[O:15][CH3:16].[N+:17]([O-])([OH:19])=[O:18], predict the reaction product. The product is: [Cl:1][C:2]1[C:7]2[CH:8]=[C:9]([C:11]([O:13][CH3:14])=[O:12])[O:10][C:6]=2[CH:5]=[C:4]([N+:17]([O-:19])=[O:18])[C:3]=1[O:15][CH3:16]. (4) Given the reactants Cl[C:2]1[N:7]=[CH:6][N:5]=[C:4]([O:8][C:9]2[CH:14]=[CH:13][C:12]([NH:15][C:16]([NH:18][C:19]3[CH:24]=[C:23]([C:25]([F:28])([F:27])[F:26])[CH:22]=[C:21]([CH2:29][N:30]4[CH2:33][CH2:32][CH2:31]4)[CH:20]=3)=[O:17])=[CH:11][CH:10]=2)[CH:3]=1.[N-:34]=[N+:35]=[N-:36].[Na+].O, predict the reaction product. The product is: [N:34]([C:2]1[N:7]=[CH:6][N:5]=[C:4]([O:8][C:9]2[CH:14]=[CH:13][C:12]([NH:15][C:16]([NH:18][C:19]3[CH:24]=[C:23]([C:25]([F:28])([F:27])[F:26])[CH:22]=[C:21]([CH2:29][N:30]4[CH2:33][CH2:32][CH2:31]4)[CH:20]=3)=[O:17])=[CH:11][CH:10]=2)[CH:3]=1)=[N+:35]=[N-:36]. (5) Given the reactants [C:1]([NH:4][C:5]1[CH:6]=[C:7]([O:11][C:12](=[O:14])[CH3:13])[CH:8]=[CH:9][CH:10]=1)(=[O:3])[CH3:2].[N+:15]([O-])([OH:17])=[O:16], predict the reaction product. The product is: [C:1]([NH:4][C:5]1[CH:10]=[CH:9][C:8]([N+:15]([O-:17])=[O:16])=[C:7]([O:11][C:12](=[O:14])[CH3:13])[CH:6]=1)(=[O:3])[CH3:2]. (6) Given the reactants [CH2:1]([O:3][C:4](=[O:13])[C:5]1[CH:10]=[CH:9][C:8]([NH2:11])=[N:7][C:6]=1[NH2:12])[CH3:2].[I:14]N1C(=O)CCC1=O.O.O.O.O.O.S([O-])([O-])(=O)=S.[Na+].[Na+], predict the reaction product. The product is: [CH2:1]([O:3][C:4](=[O:13])[C:5]1[CH:10]=[C:9]([I:14])[C:8]([NH2:11])=[N:7][C:6]=1[NH2:12])[CH3:2]. (7) Given the reactants [CH3:1][C:2]1[CH:7]=[CH:6][C:5]([S:8]([O:11][CH2:12][CH2:13][O:14][CH2:15][CH2:16][CH2:17][O:18][CH2:19][C:20]([OH:22])=O)(=[O:10])=[O:9])=[CH:4][CH:3]=1.CCN=C=NCCCN(C)C.C1C=CC2N(O)N=NC=2C=1.CCN(C(C)C)C(C)C.[NH2:53][C@@H:54]([C:79]([CH3:82])([CH3:81])[CH3:80])[C:55]([N:57]1[CH2:61][C@H:60]([OH:62])[CH2:59][C@H:58]1[C:63]([NH:65][CH2:66][C:67]1[CH:72]=[CH:71][C:70]([C:73]2[S:77][CH:76]=[N:75][C:74]=2[CH3:78])=[CH:69][CH:68]=1)=[O:64])=[O:56], predict the reaction product. The product is: [CH3:80][C:79]([CH3:82])([CH3:81])[C@H:54]([NH:53][C:20](=[O:22])[CH2:19][O:18][CH2:17][CH2:16][CH2:15][O:14][CH2:13][CH2:12][O:11][S:8]([C:5]1[CH:4]=[CH:3][C:2]([CH3:1])=[CH:7][CH:6]=1)(=[O:9])=[O:10])[C:55]([N:57]1[CH2:61][C@H:60]([OH:62])[CH2:59][C@H:58]1[C:63]([NH:65][CH2:66][C:67]1[CH:72]=[CH:71][C:70]([C:73]2[S:77][CH:76]=[N:75][C:74]=2[CH3:78])=[CH:69][CH:68]=1)=[O:64])=[O:56].